Dataset: Full USPTO retrosynthesis dataset with 1.9M reactions from patents (1976-2016). Task: Predict the reactants needed to synthesize the given product. (1) Given the product [F:22][C:2]([F:1])([F:21])[C:3]1[CH:7]=[CH:6][N:5]([CH:8]2[CH2:9][CH2:10][NH:11][CH2:12][CH2:13]2)[N:4]=1, predict the reactants needed to synthesize it. The reactants are: [F:1][C:2]([F:22])([F:21])[C:3]1[CH:7]=[CH:6][N:5]([CH:8]2[CH2:13][CH2:12][N:11](C(OC(C)(C)C)=O)[CH2:10][CH2:9]2)[N:4]=1.FC(F)(F)C(O)=O. (2) Given the product [CH3:1][C:2]1[C:6]([CH3:13])([C:7]2[CH:12]=[CH:11][CH:10]=[CH:9][CH:8]=2)[C:5](=[O:14])[N:4]([CH2:16][C:17](=[O:18])[C:19]2[CH:24]=[CH:23][CH:22]=[CH:21][CH:20]=2)[N:3]=1, predict the reactants needed to synthesize it. The reactants are: [CH3:1][C:2]1[C:6]([CH3:13])([C:7]2[CH:12]=[CH:11][CH:10]=[CH:9][CH:8]=2)[C:5](=[O:14])[NH:4][N:3]=1.Br[CH2:16][C:17]([C:19]1[CH:24]=[CH:23][CH:22]=[CH:21][CH:20]=1)=[O:18]. (3) Given the product [Cl:15][C:8]1[N:7]=[C:6]([CH3:12])[C:5]([C:3]([O:2][CH3:1])=[O:4])=[N:10][CH:9]=1, predict the reactants needed to synthesize it. The reactants are: [CH3:1][O:2][C:3]([C:5]1[C:6]([CH3:12])=[N+:7]([O-])[CH:8]=[CH:9][N:10]=1)=[O:4].P(Cl)(Cl)([Cl:15])=O. (4) The reactants are: [C:1]([C:3]1[CH:4]=[C:5]([C:9]2[CH:10]=[CH:11][C:12]3[O:16][C:15]([C:17]4[CH:22]=[CH:21][C:20]([F:23])=[CH:19][CH:18]=4)=[C:14]([C:24]([NH:26][CH3:27])=[O:25])[C:13]=3[CH:28]=2)[CH:6]=[CH:7][CH:8]=1)#[N:2].N[C@@H:30]([C:33]1[CH:38]=[CH:37][CH:36]=[CH:35][CH:34]=1)[CH2:31][OH:32]. Given the product [F:23][C:20]1[CH:21]=[CH:22][C:17]([C:15]2[O:16][C:12]3[CH:11]=[CH:10][C:9]([C:5]4[CH:6]=[CH:7][CH:8]=[C:3]([C:1]5[O:32][CH2:31][C@H:30]([C:33]6[CH:38]=[CH:37][CH:36]=[CH:35][CH:34]=6)[N:2]=5)[CH:4]=4)=[CH:28][C:13]=3[C:14]=2[C:24]([NH:26][CH3:27])=[O:25])=[CH:18][CH:19]=1, predict the reactants needed to synthesize it. (5) Given the product [N:11]1([C:9]2[CH:8]=[CH:7][N:6]=[C:5]([NH:31][C:32]3[CH:33]=[C:34]([S:38]([NH2:41])(=[O:39])=[O:40])[CH:35]=[CH:36][CH:37]=3)[N:10]=2)[C:19]2[C:14](=[CH:15][CH:16]=[CH:17][CH:18]=2)[CH:13]=[N:12]1, predict the reactants needed to synthesize it. The reactants are: CS([C:5]1[N:10]=[C:9]([N:11]2[C:19]3[C:14](=[CH:15][CH:16]=[CH:17][CH:18]=3)[CH:13]=[N:12]2)[CH:8]=[CH:7][N:6]=1)(=O)=O.C1(C)C=CC(S(O)(=O)=O)=CC=1.[NH2:31][C:32]1[CH:33]=[C:34]([S:38]([NH2:41])(=[O:40])=[O:39])[CH:35]=[CH:36][CH:37]=1. (6) The reactants are: Cl[C:2]1[CH:3]=[C:4]([CH:27]=[CH:28][N:29]=1)[C:5]([NH:7][C:8]1[C:17]2[C:12](=[CH:13][CH:14]=[CH:15][CH:16]=2)[C:11]([O:18][CH2:19][CH2:20][N:21]2[CH2:26][CH2:25][O:24][CH2:23][CH2:22]2)=[CH:10][CH:9]=1)=[O:6].[CH3:30][CH:31]1[CH2:35][CH2:34][CH2:33][NH:32]1. Given the product [CH3:30][CH:31]1[CH2:35][CH2:34][CH2:33][N:32]1[C:2]1[CH:3]=[C:4]([CH:27]=[CH:28][N:29]=1)[C:5]([NH:7][C:8]1[C:17]2[C:12](=[CH:13][CH:14]=[CH:15][CH:16]=2)[C:11]([O:18][CH2:19][CH2:20][N:21]2[CH2:26][CH2:25][O:24][CH2:23][CH2:22]2)=[CH:10][CH:9]=1)=[O:6], predict the reactants needed to synthesize it. (7) Given the product [Cl:1][C:2]1[C:7]2[CH:8]=[N:9][N:10]([CH:19]([CH3:21])[CH3:20])[C:6]=2[CH:5]=[C:4]([Cl:11])[N:3]=1, predict the reactants needed to synthesize it. The reactants are: [Cl:1][C:2]1[C:7]2[CH:8]=[N:9][NH:10][C:6]=2[CH:5]=[C:4]([Cl:11])[N:3]=1.C(=O)([O-])[O-].[K+].[K+].I[CH:19]([CH3:21])[CH3:20]. (8) The reactants are: C(OC([N:8]1[C:16]2[CH:15]=[C:14]([C:17]([F:22])([F:21])[CH2:18][CH2:19][CH3:20])[N:13]=[CH:12][C:11]=2[C:10]([CH3:24])([CH3:23])[CH2:9]1)=O)(C)(C)C. Given the product [F:21][C:17]([C:14]1[N:13]=[CH:12][C:11]2[C:10]([CH3:23])([CH3:24])[CH2:9][NH:8][C:16]=2[CH:15]=1)([F:22])[CH2:18][CH2:19][CH3:20], predict the reactants needed to synthesize it. (9) Given the product [F:28][C:5]1[C:6]([C:8]2[CH:13]=[CH:12][C:11]([N:14]3[C@@H:18]([C:19]4[CH:24]=[CH:23][CH:22]=[CH:21][CH:20]=4)[C:17]([CH3:26])([CH3:25])[O:16][C:15]3=[O:27])=[CH:10][CH:9]=2)=[CH:7][C:2]([C:34]2[N:39]=[CH:38][CH:37]=[CH:36][N:35]=2)=[N:3][CH:4]=1, predict the reactants needed to synthesize it. The reactants are: Br[C:2]1[CH:7]=[C:6]([C:8]2[CH:13]=[CH:12][C:11]([N:14]3[C@@H:18]([C:19]4[CH:24]=[CH:23][CH:22]=[CH:21][CH:20]=4)[C:17]([CH3:26])([CH3:25])[O:16][C:15]3=[O:27])=[CH:10][CH:9]=2)[C:5]([F:28])=[CH:4][N:3]=1.C([Sn](CCCC)(CCCC)[C:34]1[N:39]=[CH:38][CH:37]=[CH:36][N:35]=1)CCC.[Cl-].[Li+]. (10) Given the product [NH2:1][C@H:2]([C:7]([OH:9])=[O:8])[C:3]([CH3:6])([CH3:5])[CH3:4], predict the reactants needed to synthesize it. The reactants are: [NH2:1][CH:2]([C:7]([OH:9])=[O:8])[C:3]([CH3:6])([CH3:5])[CH3:4].[NH4+].[OH-].